Dataset: Peptide-MHC class II binding affinity with 134,281 pairs from IEDB. Task: Regression. Given a peptide amino acid sequence and an MHC pseudo amino acid sequence, predict their binding affinity value. This is MHC class II binding data. (1) The peptide sequence is WNTGHDWILADKRPT. The MHC is HLA-DQA10501-DQB10302 with pseudo-sequence HLA-DQA10501-DQB10302. The binding affinity (normalized) is 0.303. (2) The binding affinity (normalized) is 0.235. The MHC is DRB1_0101 with pseudo-sequence DRB1_0101. The peptide sequence is TSAFNKKTFDHTLMS. (3) The peptide sequence is VLSYVIGLLPQDMVI. The MHC is DRB1_0404 with pseudo-sequence DRB1_0404. The binding affinity (normalized) is 0.851. (4) The peptide sequence is SQDLELSWNLNGLQAW. The MHC is DRB1_0401 with pseudo-sequence DRB1_0401. The binding affinity (normalized) is 0.616. (5) The peptide sequence is AKDVIPEGWKADTAY. The MHC is DRB1_0701 with pseudo-sequence DRB1_0701. The binding affinity (normalized) is 0.0130. (6) The peptide sequence is QCQKLLWQLNGRLEY. The MHC is DRB1_1101 with pseudo-sequence DRB1_1101. The binding affinity (normalized) is 0.316. (7) The peptide sequence is YFHRRDLRLMANAICSAV. The MHC is DRB1_0405 with pseudo-sequence DRB1_0405. The binding affinity (normalized) is 0.216.